This data is from Forward reaction prediction with 1.9M reactions from USPTO patents (1976-2016). The task is: Predict the product of the given reaction. (1) Given the reactants [Br:1][C:2]1[C:3]([C:20]2[S:24][C:23]3[CH:25]=[CH:26][C:27]([O:29][CH2:30][CH2:31]Cl)=[CH:28][C:22]=3[CH:21]=2)=[N:4][C:5]([NH:8][CH2:9][CH2:10][N:11]2[C:15]([CH3:17])([CH3:16])[C:14](=[O:18])[NH:13][C:12]2=[O:19])=[N:6][CH:7]=1.[CH3:33][N:34]1[CH2:39][CH2:38][NH:37][CH2:36][CH2:35]1.[I-].[Na+].C(=O)(O)[O-].[Na+], predict the reaction product. The product is: [Br:1][C:2]1[C:3]([C:20]2[S:24][C:23]3[CH:25]=[CH:26][C:27]([O:29][CH2:30][CH2:31][N:37]4[CH2:38][CH2:39][N:34]([CH3:33])[CH2:35][CH2:36]4)=[CH:28][C:22]=3[CH:21]=2)=[N:4][C:5]([NH:8][CH2:9][CH2:10][N:11]2[C:15]([CH3:17])([CH3:16])[C:14](=[O:18])[NH:13][C:12]2=[O:19])=[N:6][CH:7]=1. (2) The product is: [C:39]([O:38][CH2:37][C@@H:35]1[CH2:34][O:33][C:32](=[O:31])[N:36]1[C:2]1[CH:7]=[CH:6][C:5]([C:8]([N:10]2[CH2:15][CH2:14][N:13]([C:16]3[CH:21]=[CH:20][C:19]([CH3:22])=[CH:18][C:17]=3[CH3:23])[CH2:12][CH2:11]2)=[O:9])=[C:4]([N:24]2[CH2:28][CH2:27][CH2:26][S:25]2(=[O:30])=[O:29])[CH:3]=1)(=[O:46])[C:40]1[CH:41]=[CH:42][CH:43]=[CH:44][CH:45]=1. Given the reactants Br[C:2]1[CH:7]=[CH:6][C:5]([C:8]([N:10]2[CH2:15][CH2:14][N:13]([C:16]3[CH:21]=[CH:20][C:19]([CH3:22])=[CH:18][C:17]=3[CH3:23])[CH2:12][CH2:11]2)=[O:9])=[C:4]([N:24]2[CH2:28][CH2:27][CH2:26][S:25]2(=[O:30])=[O:29])[CH:3]=1.[O:31]=[C:32]1[NH:36][C@H:35]([CH2:37][O:38][C:39](=[O:46])[C:40]2[CH:45]=[CH:44][CH:43]=[CH:42][CH:41]=2)[CH2:34][O:33]1, predict the reaction product.